Dataset: Reaction yield outcomes from USPTO patents with 853,638 reactions. Task: Predict the reaction yield, written as a fraction of the theoretical maximum amount of product (1.0 means a 100% yield; for example, 0.34 means a 34% yield). (1) The reactants are [C:1]([SiH2:5][O:6][C:7]([CH3:28])([CH3:27])[C:8]1[CH:9]=[C:10]([C:14]2[N:22]3[C:17]([CH:18]=[N:19][C:20](S(C)(=O)=O)=[N:21]3)=[CH:16][CH:15]=2)[CH:11]=[CH:12][CH:13]=1)([CH3:4])([CH3:3])[CH3:2].[OH-:29].[Na+].O.Cl. The catalyst is O1CCOCC1. The product is [C:1]([SiH2:5][O:6][C:7]([CH3:28])([CH3:27])[C:8]1[CH:9]=[C:10]([C:14]2[N:22]3[C:17]([CH:18]=[N:19][C:20]([OH:29])=[N:21]3)=[CH:16][CH:15]=2)[CH:11]=[CH:12][CH:13]=1)([CH3:4])([CH3:3])[CH3:2]. The yield is 0.370. (2) The reactants are ClC(OC(Cl)C)=O.C([N:15]1[CH2:24][CH2:23][C:22]2[C:21]([NH:25][C:26]3[CH:31]=[CH:30][C:29]([C:32]([F:35])([F:34])[F:33])=[CH:28][CH:27]=3)=[CH:20][C:19]([NH2:36])=[CH:18][C:17]=2[CH2:16]1)C1C=CC=CC=1.C(N(C(C)C)CC)(C)C. The catalyst is ClCCCl. The product is [F:35][C:32]([F:33])([F:34])[C:29]1[CH:28]=[CH:27][C:26]([NH:25][C:21]2[C:22]3[CH2:23][CH2:24][NH:15][CH2:16][C:17]=3[CH:18]=[C:19]([NH2:36])[CH:20]=2)=[CH:31][CH:30]=1. The yield is 0.900. (3) The reactants are [Cl:1][C:2]1[CH:8]=[C:7]([F:9])[CH:6]=[CH:5][C:3]=1[NH2:4].ClOC(C)(C)C.CO[CH:18](OC)[CH2:19][S:20][CH3:21].C(N(CC)CC)C. The catalyst is C(Cl)Cl.O. The product is [Cl:1][C:2]1[CH:8]=[C:7]([F:9])[CH:6]=[C:5]2[C:3]=1[NH:4][CH:18]=[C:19]2[S:20][CH3:21]. The yield is 0.460.